Predict the reaction yield, written as a fraction of the theoretical maximum amount of product (1.0 means a 100% yield; for example, 0.34 means a 34% yield). From a dataset of Reaction yield outcomes from USPTO patents with 853,638 reactions. The reactants are Cl.[NH2:2][C@H:3]1[CH2:8][CH2:7][C@H:6]([OH:9])[CH2:5][CH2:4]1.C([O-])([O-])=O.[Na+].[Na+].Cl[C:17]([O:19][CH2:20][C:21]1[CH:26]=[CH:25][CH:24]=[CH:23][CH:22]=1)=[O:18]. The product is [CH2:20]([O:19][C:17](=[O:18])[NH:2][C@H:3]1[CH2:8][CH2:7][C@H:6]([OH:9])[CH2:5][CH2:4]1)[C:21]1[CH:26]=[CH:25][CH:24]=[CH:23][CH:22]=1. The yield is 0.980. The catalyst is C1COCC1.O.CCOC(C)=O.